Task: Predict which catalyst facilitates the given reaction.. Dataset: Catalyst prediction with 721,799 reactions and 888 catalyst types from USPTO Reactant: [CH3:1][C:2]1[O:3][CH:4]=[C:5]([C:7]([OH:9])=O)[N:6]=1.C[NH3+].F[P-](F)(F)(F)(F)F.[N:19]1(OC(N(C)C)=[N+](C)C)C2N=CC=CC=2N=N1.F[P-](F)(F)(F)(F)F.C1(N)CCCC1. Product: [CH3:1][C:2]1[O:3][CH:4]=[C:5]([C:7]([NH2:19])=[O:9])[N:6]=1. The catalyst class is: 44.